From a dataset of Forward reaction prediction with 1.9M reactions from USPTO patents (1976-2016). Predict the product of the given reaction. Given the reactants Cl[C:2]1[C:11]2[C:6](=[CH:7][C:8]([O:17][CH2:18][CH2:19][O:20][CH3:21])=[C:9]([O:12][CH2:13][CH2:14][O:15][CH3:16])[CH:10]=2)[N:5]=[CH:4][N:3]=1.[C:22]([C:24]1[CH:25]=[CH:26][C:27]([F:31])=[C:28]([CH:30]=1)[NH2:29])#[CH:23], predict the reaction product. The product is: [C:22]([C:24]1[CH:25]=[CH:26][C:27]([F:31])=[C:28]([NH:29][C:2]2[C:11]3[C:6](=[CH:7][C:8]([O:17][CH2:18][CH2:19][O:20][CH3:21])=[C:9]([O:12][CH2:13][CH2:14][O:15][CH3:16])[CH:10]=3)[N:5]=[CH:4][N:3]=2)[CH:30]=1)#[CH:23].